This data is from Catalyst prediction with 721,799 reactions and 888 catalyst types from USPTO. The task is: Predict which catalyst facilitates the given reaction. Reactant: CC1(C)[O:6][C@@H:5]([CH2:7][CH2:8][NH:9][C:10]([CH:12]2[CH:16]([C:17]3[CH:22]=[CH:21][CH:20]=[C:19]([Cl:23])[C:18]=3[F:24])[C:15]([C:27]3[CH:32]=[CH:31][C:30]([Cl:33])=[CH:29][C:28]=3[F:34])([C:25]#[N:26])[CH:14]([CH2:35][C:36]([CH3:41])([CH3:40])[CH2:37][CH2:38][NH2:39])[NH:13]2)=[O:11])[CH2:4][O:3]1.C(N(CC)CC)C.[C:50](Cl)(=[O:57])[C:51]1[CH:56]=[CH:55][CH:54]=[CH:53][CH:52]=1.Cl. Product: [OH:6][C@H:5]([CH2:4][OH:3])[CH2:7][CH2:8][NH:9][C:10]([CH:12]1[CH:16]([C:17]2[CH:22]=[CH:21][CH:20]=[C:19]([Cl:23])[C:18]=2[F:24])[C:15]([C:27]2[CH:32]=[CH:31][C:30]([Cl:33])=[CH:29][C:28]=2[F:34])([C:25]#[N:26])[CH:14]([CH2:35][C:36]([CH3:41])([CH3:40])[CH2:37][CH2:38][NH:39][C:50](=[O:57])[C:51]2[CH:56]=[CH:55][CH:54]=[CH:53][CH:52]=2)[NH:13]1)=[O:11]. The catalyst class is: 7.